Dataset: NCI-60 drug combinations with 297,098 pairs across 59 cell lines. Task: Regression. Given two drug SMILES strings and cell line genomic features, predict the synergy score measuring deviation from expected non-interaction effect. Drug 1: C1=C(C(=O)NC(=O)N1)N(CCCl)CCCl. Drug 2: CC1=C2C(C(=O)C3(C(CC4C(C3C(C(C2(C)C)(CC1OC(=O)C(C(C5=CC=CC=C5)NC(=O)C6=CC=CC=C6)O)O)OC(=O)C7=CC=CC=C7)(CO4)OC(=O)C)O)C)OC(=O)C. Cell line: MOLT-4. Synergy scores: CSS=71.0, Synergy_ZIP=0.731, Synergy_Bliss=0.133, Synergy_Loewe=0.322, Synergy_HSA=3.01.